Dataset: Peptide-MHC class I binding affinity with 185,985 pairs from IEDB/IMGT. Task: Regression. Given a peptide amino acid sequence and an MHC pseudo amino acid sequence, predict their binding affinity value. This is MHC class I binding data. (1) The peptide sequence is TCQGSDDIRK. The MHC is HLA-A03:01 with pseudo-sequence HLA-A03:01. The binding affinity (normalized) is 0. (2) The peptide sequence is HMLDMYSVM. The MHC is HLA-A30:02 with pseudo-sequence HLA-A30:02. The binding affinity (normalized) is 0. (3) The peptide sequence is ETDDYMFFV. The MHC is HLA-B07:02 with pseudo-sequence HLA-B07:02. The binding affinity (normalized) is 0.0847. (4) The peptide sequence is APPTNPYNTPT. The MHC is Mamu-A01 with pseudo-sequence Mamu-A01. The binding affinity (normalized) is 0.477. (5) The peptide sequence is TAVPWNASW. The MHC is HLA-B18:01 with pseudo-sequence HLA-B18:01. The binding affinity (normalized) is 0.00146. (6) The peptide sequence is TTLLNETAKV. The MHC is HLA-A68:02 with pseudo-sequence HLA-A68:02. The binding affinity (normalized) is 0.495. (7) The peptide sequence is AQYIGLVES. The MHC is HLA-A02:02 with pseudo-sequence HLA-A02:02. The binding affinity (normalized) is 0.279.